Predict which catalyst facilitates the given reaction. From a dataset of Catalyst prediction with 721,799 reactions and 888 catalyst types from USPTO. (1) Reactant: [CH3:1][C@H:2]([NH:7][C:8]([C:10]1[C:18]2[C:13](=[N:14][CH:15]=[C:16]([C:19]3[C:27]4[C:22](=[CH:23][CH:24]=[C:25]([Cl:28])[CH:26]=4)[N:21]([CH3:29])[N:20]=3)[N:17]=2)[N:12](COCC[Si](C)(C)C)[CH:11]=1)=[O:9])[C:3]([CH3:6])([CH3:5])[CH3:4].FC(F)(F)C(O)=O.C(N)CN. Product: [CH3:1][C@H:2]([NH:7][C:8]([C:10]1[C:18]2[C:13](=[N:14][CH:15]=[C:16]([C:19]3[C:27]4[C:22](=[CH:23][CH:24]=[C:25]([Cl:28])[CH:26]=4)[N:21]([CH3:29])[N:20]=3)[N:17]=2)[NH:12][CH:11]=1)=[O:9])[C:3]([CH3:6])([CH3:5])[CH3:4]. The catalyst class is: 4. (2) Reactant: [CH2:1]([NH:9][C:10]1[N:15]=[C:14]([N:16]2[C:25]3[N:24]=[C:23]([C:26]4[CH:31]=[CH:30][CH:29]=[CH:28][CH:27]=4)[C:22]([CH2:32][OH:33])=[CH:21][C:20]=3[CH2:19][CH2:18][CH2:17]2)[CH:13]=[CH:12][N:11]=1)[CH2:2][C:3]1[CH:8]=[CH:7][CH:6]=[CH:5][CH:4]=1.CC(OI1(OC(C)=O)(OC(C)=O)OC(=O)C2C=CC=CC1=2)=O. Product: [CH2:1]([NH:9][C:10]1[N:15]=[C:14]([N:16]2[C:25]3[N:24]=[C:23]([C:26]4[CH:31]=[CH:30][CH:29]=[CH:28][CH:27]=4)[C:22]([CH:32]=[O:33])=[CH:21][C:20]=3[CH2:19][CH2:18][CH2:17]2)[CH:13]=[CH:12][N:11]=1)[CH2:2][C:3]1[CH:8]=[CH:7][CH:6]=[CH:5][CH:4]=1. The catalyst class is: 2. (3) Reactant: [CH2:1]([O:6][C:7]([NH:9][C@@H:10]([CH2:16][CH2:17][CH2:18][CH2:19][CH2:20][CH:21]=[CH2:22])[C:11]([O:13]CC)=[O:12])=[O:8])[CH2:2][CH2:3][CH:4]=[CH2:5].[Li+].[OH-].Cl. The catalyst class is: 242. Product: [CH2:1]([O:6][C:7]([NH:9][C@@H:10]([CH2:16][CH2:17][CH2:18][CH2:19][CH2:20][CH:21]=[CH2:22])[C:11]([OH:13])=[O:12])=[O:8])[CH2:2][CH2:3][CH:4]=[CH2:5]. (4) Reactant: Br[CH2:2][C:3]([C:5]1[CH:10]=[CH:9][C:8]([Cl:11])=[CH:7][C:6]=1[Cl:12])=[O:4].[S-:13][C:14]#[N:15].[K+].O. Product: [Cl:12][C:6]1[CH:7]=[C:8]([Cl:11])[CH:9]=[CH:10][C:5]=1[C:3](=[O:4])[CH2:2][S:13][C:14]#[N:15]. The catalyst class is: 8.